The task is: Binary Classification. Given a drug SMILES string, predict its activity (active/inactive) in a high-throughput screening assay against a specified biological target.. This data is from HIV replication inhibition screening data with 41,000+ compounds from the AIDS Antiviral Screen. (1) The drug is CS(=O)(=O)O.O=[N+]([O-])c1cccc2nc3ccccc3c(NCCCN3CCOCC3)c12. The result is 0 (inactive). (2) The molecule is Nc1ncnc2c1N=CN(Oc1ccccc1)N2. The result is 0 (inactive). (3) The molecule is COCCN(CCOC)C1C2=C(CCCC2)OS(=O)(=O)C1c1ccccc1. The result is 0 (inactive). (4) The compound is O=S(=O)(SSS(=O)(=O)c1ccc(Cl)cc1)c1ccc(Cl)cc1. The result is 0 (inactive). (5) The molecule is CN.CNC(=O)C(C(=O)NC)n1cnc(C(=O)OC)c1O. The result is 0 (inactive). (6) The drug is O=C1NC2(CCCCC2)C2CCCCC=C12. The result is 0 (inactive). (7) The molecule is O=S1OCC(CCCl)O1. The result is 0 (inactive). (8) The molecule is [O-][n+]1ccc(S)c2ccccc21. The result is 0 (inactive). (9) The compound is CCN1CC2(COC)C(O)CC(OC)C34C5CC6(O)C(OC)C(O)C(OC(C)=O)(C5C6OC(=O)c5ccccc5)C(C(OC)C23)C14. The result is 0 (inactive).